From a dataset of TCR-epitope binding with 47,182 pairs between 192 epitopes and 23,139 TCRs. Binary Classification. Given a T-cell receptor sequence (or CDR3 region) and an epitope sequence, predict whether binding occurs between them. (1) The epitope is LLALHRSYL. The TCR CDR3 sequence is CASSLGGAGELFF. Result: 0 (the TCR does not bind to the epitope). (2) The epitope is LEPLVDLPI. The TCR CDR3 sequence is CASSMLDGGRDEQFF. Result: 0 (the TCR does not bind to the epitope). (3) The epitope is NQKLIANQF. The TCR CDR3 sequence is CASSPLYGNEQFF. Result: 0 (the TCR does not bind to the epitope). (4) The epitope is KLMNIQQKL. The TCR CDR3 sequence is CASSLGQGYEQYF. Result: 1 (the TCR binds to the epitope). (5) The epitope is WICLLQFAY. The TCR CDR3 sequence is CATSAWDTSNTGELFF. Result: 1 (the TCR binds to the epitope). (6) Result: 0 (the TCR does not bind to the epitope). The TCR CDR3 sequence is CASSSGTGDKETQYF. The epitope is KLGGALQAK. (7) The epitope is GTSGSPIINR. The TCR CDR3 sequence is CASSLGPEAPLFF. Result: 1 (the TCR binds to the epitope).